Dataset: Full USPTO retrosynthesis dataset with 1.9M reactions from patents (1976-2016). Task: Predict the reactants needed to synthesize the given product. Given the product [CH2:1]([O:8][C:9]1[C:10]([C:38]([O:40][C:41]([CH3:44])([CH3:43])[CH3:42])=[O:39])=[N:11][C:12]([CH2:23][C:24]2([CH3:37])[CH2:29][CH2:28][N:27]([C:30]3[CH:31]=[CH:32][C:33]([F:36])=[CH:34][CH:35]=3)[CH2:26][CH2:25]2)=[N:13][C:14]=1[CH3:45])[C:2]1[CH:3]=[CH:4][CH:5]=[CH:6][CH:7]=1, predict the reactants needed to synthesize it. The reactants are: [CH2:1]([O:8][C:9]1[C:10]([C:38]([O:40][C:41]([CH3:44])([CH3:43])[CH3:42])=[O:39])=[N:11][C:12]([CH2:23][C:24]2([CH3:37])[CH2:29][CH2:28][N:27]([C:30]3[CH:35]=[CH:34][C:33]([F:36])=[CH:32][CH:31]=3)[CH2:26][CH2:25]2)=[N:13][C:14]=1OS(C(F)(F)F)(=O)=O)[C:2]1[CH:7]=[CH:6][CH:5]=[CH:4][CH:3]=1.[CH3:45]B(O)O.C(=O)([O-])[O-].[K+].[K+].O.